Dataset: Forward reaction prediction with 1.9M reactions from USPTO patents (1976-2016). Task: Predict the product of the given reaction. (1) Given the reactants [Cl:1][CH:2]=[C:3]([C:15]1[CH:20]=[N:19][CH:18]=[CH:17][N:16]=1)[O:4][Si](C(C)C)(C(C)C)C(C)C.C([O-])(O)=O.[Na+], predict the reaction product. The product is: [Cl:1][CH2:2][C:3]([C:15]1[CH:20]=[N:19][CH:18]=[CH:17][N:16]=1)=[O:4]. (2) Given the reactants C(N(CC)CC)C.[NH:8]1[C:16]2[C:11](=[CH:12][CH:13]=[CH:14][C:15]=2[CH2:17][CH2:18][C:19]2[CH:28]=[CH:27][C:22]([C:23]([O:25][CH3:26])=[O:24])=[CH:21][CH:20]=2)[CH2:10][CH2:9]1.[CH3:29][O:30][C:31]1[CH:32]=[C:33]([CH:37]=[C:38]([O:40][CH3:41])[CH:39]=1)[C:34](Cl)=[O:35].Cl, predict the reaction product. The product is: [CH3:41][O:40][C:38]1[CH:37]=[C:33]([CH:32]=[C:31]([O:30][CH3:29])[CH:39]=1)[C:34]([N:8]1[C:16]2[C:11](=[CH:12][CH:13]=[CH:14][C:15]=2[CH2:17][CH2:18][C:19]2[CH:28]=[CH:27][C:22]([C:23]([O:25][CH3:26])=[O:24])=[CH:21][CH:20]=2)[CH2:10][CH2:9]1)=[O:35].